The task is: Predict the reactants needed to synthesize the given product.. This data is from Full USPTO retrosynthesis dataset with 1.9M reactions from patents (1976-2016). Given the product [CH3:1][C:2]1([CH3:21])[O:7][C:6]2[CH:8]=[CH:9][CH:10]=[C:11]([C:31]3[CH:32]=[C:27]([CH:28]=[CH:29][CH:30]=3)[C:25]([O:24][CH2:22][CH3:23])=[O:26])[C:5]=2[C:4](=[O:20])[O:3]1, predict the reactants needed to synthesize it. The reactants are: [CH3:1][C:2]1([CH3:21])[O:7][C:6]2[CH:8]=[CH:9][CH:10]=[C:11](OS(C(F)(F)F)(=O)=O)[C:5]=2[C:4](=[O:20])[O:3]1.[CH2:22]([O:24][C:25]([C:27]1[CH:28]=[C:29](B(O)O)[CH:30]=[CH:31][CH:32]=1)=[O:26])[CH3:23].C([O-])([O-])=O.[K+].[K+].Cl.